This data is from Full USPTO retrosynthesis dataset with 1.9M reactions from patents (1976-2016). The task is: Predict the reactants needed to synthesize the given product. (1) Given the product [NH2:25][C:14]1[N:13]=[C:12]([N:8]2[CH2:7][CH2:6][C:5]3[C:10](=[CH:11][C:2]([O:35][C:33]4[CH:32]=[CH:31][C:28]([C:29]#[N:30])=[C:27]([Cl:26])[CH:34]=4)=[CH:3][CH:4]=3)[CH2:9]2)[CH:17]=[C:16]([N:18]2[CH2:19][CH2:20][N:21]([CH3:24])[CH2:22][CH2:23]2)[N:15]=1, predict the reactants needed to synthesize it. The reactants are: Br[C:2]1[CH:11]=[C:10]2[C:5]([CH2:6][CH2:7][N:8]([C:12]3[CH:17]=[C:16]([N:18]4[CH2:23][CH2:22][N:21]([CH3:24])[CH2:20][CH2:19]4)[N:15]=[C:14]([NH2:25])[N:13]=3)[CH2:9]2)=[CH:4][CH:3]=1.[Cl:26][C:27]1[CH:34]=[C:33]([OH:35])[CH:32]=[CH:31][C:28]=1[C:29]#[N:30]. (2) Given the product [C:26]([NH:25][C:23]1[S:24][C:20]2[CH:19]=[CH:18][CH:17]=[C:16]([NH:15][C:12]([C:7]3[CH:6]=[CH:5][C:4]4[C:9](=[CH:10][CH:11]=[C:2]([Br:1])[CH:3]=4)[CH:8]=3)=[O:13])[C:21]=2[N:22]=1)(=[O:28])[CH3:27], predict the reactants needed to synthesize it. The reactants are: [Br:1][C:2]1[CH:3]=[C:4]2[C:9](=[CH:10][CH:11]=1)[CH:8]=[C:7]([C:12](Cl)=[O:13])[CH:6]=[CH:5]2.[NH2:15][C:16]1[C:21]2[N:22]=[C:23]([NH:25][C:26](=[O:28])[CH3:27])[S:24][C:20]=2[CH:19]=[CH:18][CH:17]=1. (3) Given the product [CH:1]([C@H:14]1[O:19][CH2:18][C@@H:17]([NH:20][CH2:27][C:26]2[CH:29]=[CH:30][C:23]([O:22][CH3:21])=[CH:24][CH:25]=2)[CH2:16][CH2:15]1)([C:8]1[CH:13]=[CH:12][CH:11]=[CH:10][CH:9]=1)[C:2]1[CH:3]=[CH:4][CH:5]=[CH:6][CH:7]=1, predict the reactants needed to synthesize it. The reactants are: [CH:1]([C@H:14]1[O:19][CH2:18][C@@H:17]([NH2:20])[CH2:16][CH2:15]1)([C:8]1[CH:13]=[CH:12][CH:11]=[CH:10][CH:9]=1)[C:2]1[CH:7]=[CH:6][CH:5]=[CH:4][CH:3]=1.[CH3:21][O:22][C:23]1[CH:30]=[CH:29][C:26]([CH:27]=O)=[CH:25][CH:24]=1.C(O)(=O)C.[BH3-]C#N.[Na+]. (4) Given the product [C:2]([N:30]1[CH2:29][CH2:28][CH:27]([CH2:26][C:21]2[C:20](=[O:33])[N:17]3[CH2:18][CH2:19][N:14]([CH2:13][C:12]4[CH:11]=[CH:10][C:9]([F:8])=[CH:36][CH:35]=4)[C:15](=[O:34])[C:16]3=[C:23]([OH:24])[C:22]=2[OH:25])[CH2:32][CH2:31]1)(=[O:1])[CH3:4], predict the reactants needed to synthesize it. The reactants are: [OH:1][C:2]([C:4](F)(F)F)=O.[F:8][C:9]1[CH:36]=[CH:35][C:12]([CH2:13][N:14]2[CH2:19][CH2:18][N:17]3[C:20](=[O:33])[C:21]([CH2:26][CH:27]4[CH2:32][CH2:31][NH:30][CH2:29][CH2:28]4)=[C:22]([OH:25])[C:23]([OH:24])=[C:16]3[C:15]2=[O:34])=[CH:11][CH:10]=1.N1C=CC=CC=1.C(OC(=O)C)(=O)C. (5) Given the product [O:24]=[C:15]1[C:16]2[C:17](=[CH:20][CH:21]=[CH:22][CH:23]=2)[C:18](=[O:19])[N:14]1[O:1][CH2:2][C@@H:3]([NH:5][C:6](=[O:12])[O:7][C:8]([CH3:11])([CH3:10])[CH3:9])[CH3:4], predict the reactants needed to synthesize it. The reactants are: [OH:1][CH2:2][C@@H:3]([NH:5][C:6](=[O:12])[O:7][C:8]([CH3:11])([CH3:10])[CH3:9])[CH3:4].O[N:14]1[C:18](=[O:19])[C:17]2=[CH:20][CH:21]=[CH:22][CH:23]=[C:16]2[C:15]1=[O:24].C1(P(C2C=CC=CC=2)C2C=CC=CC=2)C=CC=CC=1.CC(OC(/N=N/C(OC(C)C)=O)=O)C. (6) Given the product [CH3:10][O:11][C:12](=[O:25])[CH2:13][C:14]1([N:3]2[CH2:8][CH2:7][C:6](=[O:9])[CH2:5][CH2:4]2)[CH2:17][N:16]([C:18]([O:20][C:21]([CH3:23])([CH3:22])[CH3:24])=[O:19])[CH2:15]1, predict the reactants needed to synthesize it. The reactants are: O.Cl.[NH:3]1[CH2:8][CH2:7][C:6](=[O:9])[CH2:5][CH2:4]1.[CH3:10][O:11][C:12](=[O:25])[CH:13]=[C:14]1[CH2:17][N:16]([C:18]([O:20][C:21]([CH3:24])([CH3:23])[CH3:22])=[O:19])[CH2:15]1.N12CCCN=C1CCCCC2. (7) Given the product [N:36]1[CH:35]=[CH:34][CH:33]=[N:38][C:37]=1[N:3]1[CH2:8][CH2:7][CH2:6][C@@H:5]([NH:9][C:10]2[N:11]=[CH:12][C:13](/[CH:16]=[CH:17]/[C:18]([O:20][CH2:21][CH3:22])=[O:19])=[N:14][CH:15]=2)[CH2:4]1, predict the reactants needed to synthesize it. The reactants are: Cl.Cl.[NH:3]1[CH2:8][CH2:7][CH2:6][C@@H:5]([NH:9][C:10]2[N:11]=[CH:12][C:13](/[CH:16]=[CH:17]/[C:18]([O:20][CH2:21][CH3:22])=[O:19])=[N:14][CH:15]=2)[CH2:4]1.C(N(C(C)C)CC)(C)C.Cl[C:33]1[N:38]=[CH:37][N:36]=[CH:35][CH:34]=1. (8) Given the product [CH3:1][C:2]1[CH:3]=[N:4][N:5]([C:7]2[CH:12]=[CH:11][N:10]=[CH:9][C:8]=2[N:13]2[CH2:14][CH2:15][CH:16]([C:19]([N:31]3[CH2:38][CH2:37][CH2:36][C@@H:32]3[C:33]#[N:35])=[O:21])[CH2:17][CH2:18]2)[CH:6]=1, predict the reactants needed to synthesize it. The reactants are: [CH3:1][C:2]1[CH:3]=[N:4][N:5]([C:7]2[CH:12]=[CH:11][N:10]=[CH:9][C:8]=2[N:13]2[CH2:18][CH2:17][CH:16]([C:19]([OH:21])=O)[CH2:15][CH2:14]2)[CH:6]=1.CCN(C(C)C)C(C)C.[NH:31]1[CH2:38][CH2:37][CH2:36][C@@H:32]1[C:33]([NH2:35])=O.C(P1(=O)OP(=O)(CCC)OP(=O)(CCC)O1)CC.C(=O)([O-])O.[Na+].